This data is from Full USPTO retrosynthesis dataset with 1.9M reactions from patents (1976-2016). The task is: Predict the reactants needed to synthesize the given product. Given the product [N:1]1([CH2:8][CH2:9][CH2:10][OH:11])[CH2:6][CH2:5][O:4][CH2:3][CH2:2]1, predict the reactants needed to synthesize it. The reactants are: [NH:1]1[CH2:6][CH2:5][O:4][CH2:3][CH2:2]1.Br[CH2:8][CH2:9][CH2:10][OH:11].